This data is from Catalyst prediction with 721,799 reactions and 888 catalyst types from USPTO. The task is: Predict which catalyst facilitates the given reaction. (1) Reactant: [CH3:1][C:2]1[N:3]=[C:4]([C:7]2([N:13]([C:17]3[CH:22]=[CH:21][CH:20]=[CH:19][CH:18]=3)[C:14](=[O:16])[CH3:15])[CH2:12][CH2:11][NH:10][CH2:9][CH2:8]2)[S:5][CH:6]=1.[N:23]1[CH:28]=[CH:27][CH:26]=[CH:25][C:24]=1[CH:29]=O.C(O[BH-](OC(=O)C)OC(=O)C)(=O)C.[Na+].C(OCC)(=O)C. Product: [CH3:1][C:2]1[N:3]=[C:4]([C:7]2([N:13]([C:17]3[CH:18]=[CH:19][CH:20]=[CH:21][CH:22]=3)[C:14](=[O:16])[CH3:15])[CH2:12][CH2:11][N:10]([CH2:29][C:24]3[CH:25]=[CH:26][CH:27]=[CH:28][N:23]=3)[CH2:9][CH2:8]2)[S:5][CH:6]=1. The catalyst class is: 845. (2) Reactant: [N+:1]([C:4]1[CH:5]=[C:6]2[C:10](=[CH:11][CH:12]=1)[NH:9][CH2:8][CH2:7]2)([O-:3])=[O:2].Cl.[N:14]1[CH:19]=[CH:18][CH:17]=[CH:16][C:15]=1[CH2:20][C:21](O)=[O:22].Cl.CN(C)CCCN=C=NCC.O.ON1C2C=CC=CC=2N=N1. Product: [N+:1]([C:4]1[CH:5]=[C:6]2[C:10](=[CH:11][CH:12]=1)[N:9]([C:21](=[O:22])[CH2:20][C:15]1[CH:16]=[CH:17][CH:18]=[CH:19][N:14]=1)[CH2:8][CH2:7]2)([O-:3])=[O:2]. The catalyst class is: 884. (3) Reactant: [Cl:1][C:2]1[CH:10]=[CH:9][C:8]([CH3:11])=[CH:7][C:3]=1[C:4]([OH:6])=[O:5].[CH3:12]O. Product: [Cl:1][C:2]1[CH:10]=[CH:9][C:8]([CH3:11])=[CH:7][C:3]=1[C:4]([O:6][CH3:12])=[O:5]. The catalyst class is: 65. (4) The catalyst class is: 526. Reactant: [CH3:1][C:2]1[N:3]=[CH:4][C:5]([C:8](Cl)=[O:9])=[N:6][CH:7]=1.[NH2:11][CH2:12][C:13]1[C:18]([C:19]([F:22])([F:21])[F:20])=[N:17][C:16]2[N:23]([CH2:26][CH3:27])[N:24]=[CH:25][C:15]=2[C:14]=1[NH:28][CH:29]1[CH2:34][CH2:33][O:32][CH2:31][CH2:30]1.C(N(C(C)C)CC)(C)C. Product: [CH2:26]([N:23]1[C:16]2=[N:17][C:18]([C:19]([F:20])([F:21])[F:22])=[C:13]([CH2:12][NH:11][C:8]([C:5]3[CH:4]=[N:3][C:2]([CH3:1])=[CH:7][N:6]=3)=[O:9])[C:14]([NH:28][CH:29]3[CH2:30][CH2:31][O:32][CH2:33][CH2:34]3)=[C:15]2[CH:25]=[N:24]1)[CH3:27]. (5) Reactant: [NH2:1][C@H:2]([C:10]([OH:12])=O)[CH2:3][C:4]1[CH:9]=[CH:8][CH:7]=[CH:6][CH:5]=1.C(N(CC)CC)C.[CH2:20]([N:23]=[C:24]=[S:25])[CH:21]=[CH2:22].Cl. Product: [CH2:20]([N:23]1[C:10](=[O:12])[CH:2]([CH2:3][C:4]2[CH:5]=[CH:6][CH:7]=[CH:8][CH:9]=2)[NH:1][C:24]1=[S:25])[CH:21]=[CH2:22]. The catalyst class is: 6. (6) Reactant: [S-:1][C:2]#[N:3].[NH4+:4].C(Cl)(=O)C1C=CC=CC=1.[Cl:14][C:15]1[CH:24]=[C:23]2[C:18]([C:19]([NH:25][C@H:26]3[CH2:31][CH2:30][C@@H:29](NC4C5C(=CC(Cl)=CC=5)N=CC=4)[CH2:28][CH2:27]3)=[CH:20][CH:21]=[N:22]2)=[CH:17][CH:16]=1.O. Product: [Cl:14][C:15]1[CH:24]=[C:23]2[C:18]([C:19]([NH:25][CH:26]3[CH2:31][CH2:30][CH:29]([NH:3][C:2]([NH2:4])=[S:1])[CH2:28][CH2:27]3)=[CH:20][CH:21]=[N:22]2)=[CH:17][CH:16]=1. The catalyst class is: 21.